Dataset: Catalyst prediction with 721,799 reactions and 888 catalyst types from USPTO. Task: Predict which catalyst facilitates the given reaction. (1) Reactant: B(Br)(Br)Br.[Cl:5][C:6]1[CH:11]=[C:10]([CH2:12][C:13]([OH:15])=[O:14])[CH:9]=[CH:8][C:7]=1[C:16]1[C:21]([F:22])=[CH:20][C:19]([O:23]C)=[CH:18][C:17]=1[F:25].[CH3:26]O. Product: [Cl:5][C:6]1[CH:11]=[C:10]([CH2:12][C:13]([O:15][CH3:26])=[O:14])[CH:9]=[CH:8][C:7]=1[C:16]1[C:21]([F:22])=[CH:20][C:19]([OH:23])=[CH:18][C:17]=1[F:25]. The catalyst class is: 4. (2) Reactant: [F:1][C:2]([F:8])([F:7])[C:3](OC)=[O:4].C(N(CC)CC)C.[C:16]([C:24]1[CH:35]=[CH:34][C:27]([CH2:28][C@@H:29]([C:31]([OH:33])=[O:32])[NH2:30])=[CH:26][CH:25]=1)(=[O:23])[C:17]1[CH:22]=[CH:21][CH:20]=[CH:19][CH:18]=1.Cl. Product: [F:8][C:2]([F:1])([F:7])[C:3]([NH:30][C@H:29]([C:31]([OH:33])=[O:32])[CH2:28][C:27]1[CH:26]=[CH:25][C:24]([C:16](=[O:23])[C:17]2[CH:22]=[CH:21][CH:20]=[CH:19][CH:18]=2)=[CH:35][CH:34]=1)=[O:4]. The catalyst class is: 125. (3) Reactant: [Cl:1][C:2]1[CH:7]=[C:6]([N+:8]([O-])=O)[CH:5]=[CH:4][C:3]=1[N:11]1[CH2:16][CH2:15][N:14]([CH3:17])[CH2:13][CH2:12]1. Product: [Cl:1][C:2]1[CH:7]=[C:6]([NH2:8])[CH:5]=[CH:4][C:3]=1[N:11]1[CH2:12][CH2:13][N:14]([CH3:17])[CH2:15][CH2:16]1. The catalyst class is: 603. (4) Reactant: [CH3:1][O:2][C:3]1[CH:4]=[C:5]2[C:9](=[CH:10][CH:11]=1)[N:8]([C:12]1[CH:17]=[CH:16][CH:15]=[CH:14][CH:13]=1)[C:7]([C:18]([OH:20])=O)=[CH:6]2.Cl.CN(C)CCCN=C=NCC.O.ON1C2C=CC=CC=2N=N1.[CH3:44][O:45][C:46]1[CH:47]=[C:48]([N:54]2[CH2:59][CH2:58][NH:57][CH2:56][CH2:55]2)[CH:49]=[C:50]([O:52][CH3:53])[CH:51]=1. Product: [CH3:44][O:45][C:46]1[CH:47]=[C:48]([N:54]2[CH2:55][CH2:56][N:57]([C:18]([C:7]3[N:8]([C:12]4[CH:13]=[CH:14][CH:15]=[CH:16][CH:17]=4)[C:9]4[C:5]([CH:6]=3)=[CH:4][C:3]([O:2][CH3:1])=[CH:11][CH:10]=4)=[O:20])[CH2:58][CH2:59]2)[CH:49]=[C:50]([O:52][CH3:53])[CH:51]=1. The catalyst class is: 4.